This data is from hERG potassium channel inhibition data for cardiac toxicity prediction from Karim et al.. The task is: Regression/Classification. Given a drug SMILES string, predict its toxicity properties. Task type varies by dataset: regression for continuous values (e.g., LD50, hERG inhibition percentage) or binary classification for toxic/non-toxic outcomes (e.g., AMES mutagenicity, cardiotoxicity, hepatotoxicity). Dataset: herg_karim. (1) The result is 1 (blocker). The molecule is Cc1c([C@@H](O)CN2CCC3(CC2)CC(=O)N(c2cncc(C#N)c2)C3)ccc2c1COC2=O. (2) The molecule is Cn1nc(NCC(=O)NC2CN([C@H]3CC[C@@H](CO)CC3)C2)c2cc(C(F)(F)F)ccc21. The result is 0 (non-blocker). (3) The molecule is N#Cc1cnc(C(=O)Nc2ccc(C3CCN(C(=O)CN4CCOCC4)CC3)cc2C2=CCCCC2)[nH]1. The result is 0 (non-blocker). (4) The drug is C[C@@H]1CC[C@@H](C)N1CCCNc1nnc(-c2ccc(NC(=O)c3ccccc3F)cc2)o1. The result is 1 (blocker). (5) The compound is CC(C)[NH2+]C[C@H](O)c1ccc(NS(C)(=O)=O)cc1. The result is 0 (non-blocker).